Predict the product of the given reaction. From a dataset of Forward reaction prediction with 1.9M reactions from USPTO patents (1976-2016). The product is: [CH:1]1([S:4]([C:7]2[CH:8]=[CH:9][C:10]([CH:13]([C:21]3[NH:25][C:24]([C:26]4[N:31]=[CH:30][C:29]([CH:32]([OH:33])[CH3:34])=[CH:28][CH:27]=4)=[CH:23][CH:22]=3)[CH2:14][CH:15]3[CH2:16][CH2:17][O:18][CH2:19][CH2:20]3)=[CH:11][CH:12]=2)(=[O:6])=[O:5])[CH2:3][CH2:2]1. Given the reactants [CH:1]1([S:4]([C:7]2[CH:12]=[CH:11][C:10]([CH:13]([C:21]3[NH:25][C:24]([C:26]4[N:31]=[CH:30][C:29]([CH:32]=[O:33])=[CH:28][CH:27]=4)=[CH:23][CH:22]=3)[CH2:14][CH:15]3[CH2:20][CH2:19][O:18][CH2:17][CH2:16]3)=[CH:9][CH:8]=2)(=[O:6])=[O:5])[CH2:3][CH2:2]1.[CH3:34][Mg]Br.O, predict the reaction product.